The task is: Predict which catalyst facilitates the given reaction.. This data is from Catalyst prediction with 721,799 reactions and 888 catalyst types from USPTO. (1) Reactant: O[Li].O.[Cl:4][C:5]1[CH:6]=[C:7]([C:12]2([C:30]([F:33])([F:32])[F:31])[O:16][N:15]=[C:14]([C:17]3[S:29][C:20]4=[N:21][CH:22]=[C:23]([C:25]([O:27]C)=[O:26])[CH:24]=[C:19]4[CH:18]=3)[CH2:13]2)[CH:8]=[C:9]([Cl:11])[CH:10]=1.Cl. Product: [Cl:11][C:9]1[CH:8]=[C:7]([C:12]2([C:30]([F:32])([F:31])[F:33])[O:16][N:15]=[C:14]([C:17]3[S:29][C:20]4=[N:21][CH:22]=[C:23]([C:25]([OH:27])=[O:26])[CH:24]=[C:19]4[CH:18]=3)[CH2:13]2)[CH:6]=[C:5]([Cl:4])[CH:10]=1. The catalyst class is: 90. (2) Reactant: CO.C([O:5][C:6]([C:8]1[S:12][CH:11]=[N:10][C:9]=1[N:13]1[C:17](=[O:18])[NH:16][C:15]([CH:19]([C:36]2[CH:45]=[C:44]([O:46][CH3:47])[C:39]3[O:40][CH2:41][CH2:42][O:43][C:38]=3[C:37]=2[F:48])[NH:20][C:21]2[CH:26]=[CH:25][C:24]([C:27]3[N:31]=C(C(F)(F)F)O[N:28]=3)=[CH:23][CH:22]=2)=[N:14]1)=[O:7])C.[OH-].[Na+]. Product: [C:27]([C:24]1[CH:25]=[CH:26][C:21]([NH:20][CH:19]([C:36]2[CH:45]=[C:44]([O:46][CH3:47])[C:39]3[O:40][CH2:41][CH2:42][O:43][C:38]=3[C:37]=2[F:48])[C:15]2[NH:16][C:17](=[O:18])[N:13]([C:9]3[N:10]=[CH:11][S:12][C:8]=3[C:6]([OH:7])=[O:5])[N:14]=2)=[CH:22][CH:23]=1)(=[NH:28])[NH2:31]. The catalyst class is: 770. (3) Reactant: C([O:3][C:4]([C:6]1[N:7]=[C:8]2[CH:13]=[CH:12][C:11]([C:14]#[C:15][C:16]([OH:19])([CH3:18])[CH3:17])=[C:10]([CH3:20])[N:9]2[CH:21]=1)=[O:5])C.CO.[OH-].[Na+].Cl. Product: [OH:19][C:16]([CH3:18])([CH3:17])[C:15]#[C:14][C:11]1[CH:12]=[CH:13][C:8]2[N:9]([CH:21]=[C:6]([C:4]([OH:5])=[O:3])[N:7]=2)[C:10]=1[CH3:20]. The catalyst class is: 6. (4) Product: [Cl:39][CH2:13][C:11]1[C:10]([C:15]([NH:17][C:18]2[CH:23]=[CH:22][C:21]([OH:24])=[C:20]([O:33][CH3:34])[CH:19]=2)=[O:16])=[N:9][N:8]([C:5]2[CH:6]=[CH:7][C:2]([Cl:1])=[CH:3][CH:4]=2)[CH:12]=1. The catalyst class is: 2. Reactant: [Cl:1][C:2]1[CH:7]=[CH:6][C:5]([N:8]2[CH:12]=[C:11]([CH2:13]O)[C:10]([C:15]([NH:17][C:18]3[CH:23]=[CH:22][C:21]([O:24]COCC[Si](C)(C)C)=[C:20]([O:33][CH3:34])[CH:19]=3)=[O:16])=[N:9]2)=[CH:4][CH:3]=1.CS([Cl:39])(=O)=O.C(N(CC)CC)C. (5) Reactant: [H-].[Al+3].[Li+].[H-].[H-].[H-].[CH2:7]([N:11]1[CH:16]=[CH:15][C:14]([CH3:18])([CH3:17])[CH2:13][C:12]1=O)[CH:8]([CH3:10])[CH3:9].O.O.O.O.O.O.O.O.O.O.S([O-])([O-])(=O)=O.[Na+].[Na+].S([O-])([O-])(=O)=O.[Na+].[Na+]. Product: [CH2:7]([N:11]1[CH:12]=[CH:13][C:14]([CH3:18])([CH3:17])[CH2:15][CH2:16]1)[CH:8]([CH3:10])[CH3:9]. The catalyst class is: 27. (6) Reactant: C(N(CC)CC)C.[Cl:8][C:9]1[C:18]([CH:19]=[CH2:20])=[C:17]([S:21]([CH3:24])(=[O:23])=[O:22])[CH:16]=[CH:15][C:10]=1[C:11]([O:13][CH3:14])=[O:12].Cl[C:26](=[N:32][OH:33])[C:27]([O:29][CH2:30][CH3:31])=[O:28].O. Product: [Cl:8][C:9]1[C:18]([CH:19]2[O:33][N:32]=[C:26]([C:27]([O:29][CH2:30][CH3:31])=[O:28])[CH2:20]2)=[C:17]([S:21]([CH3:24])(=[O:23])=[O:22])[CH:16]=[CH:15][C:10]=1[C:11]([O:13][CH3:14])=[O:12]. The catalyst class is: 4. (7) The catalyst class is: 1. Product: [C:2]12[CH2:9][CH:8]([CH2:10][OH:11])[C:7]1=[CH:6][CH:5]=[CH:4][CH:3]=2. Reactant: B.[C:2]12[CH2:9][CH:8]([C:10](O)=[O:11])[C:7]1=[CH:6][CH:5]=[CH:4][CH:3]=2. (8) Reactant: [F:1][CH:2]([F:25])[C:3]1[CH:7]=[C:6]([C:8]2[CH:13]=[CH:12][C:11]([CH2:14][CH2:15][OH:16])=[CH:10][CH:9]=2)[N:5]([C:17]2[CH:18]=[N:19][C:20]([O:23][CH3:24])=[CH:21][CH:22]=2)[N:4]=1.CCN(CC)CC.[CH3:33][S:34](Cl)(=[O:36])=[O:35]. Product: [CH3:33][S:34]([O:16][CH2:15][CH2:14][C:11]1[CH:12]=[CH:13][C:8]([C:6]2[N:5]([C:17]3[CH:18]=[N:19][C:20]([O:23][CH3:24])=[CH:21][CH:22]=3)[N:4]=[C:3]([CH:2]([F:1])[F:25])[CH:7]=2)=[CH:9][CH:10]=1)(=[O:36])=[O:35]. The catalyst class is: 2.